From a dataset of Forward reaction prediction with 1.9M reactions from USPTO patents (1976-2016). Predict the product of the given reaction. (1) The product is: [Br:20][C:11]1[CH:12]=[C:13]([CH:18]=[CH:19][C:10]=1[NH:9][C:6]1[CH2:5][CH2:4][C:3](=[O:8])[C:2]=1[CH3:1])[C:14]([O:16][CH3:17])=[O:15].[CH3:13][CH2:14][O:15][C:6]([CH3:2])=[O:7]. Given the reactants [CH3:1][CH:2]1[C:6](=[O:7])[CH2:5][CH2:4][C:3]1=[O:8].[NH2:9][C:10]1[CH:19]=[CH:18][C:13]([C:14]([O:16][CH3:17])=[O:15])=[CH:12][C:11]=1[Br:20], predict the reaction product. (2) Given the reactants [CH3:1][Si:2]([CH3:13])([CH3:12])[C:3]1[CH:11]=[CH:10][C:6]([C:7]([OH:9])=O)=[CH:5][CH:4]=1.CC([N:18]([C:22]1[CH:27]=[CH:26][C:25]([C:28]2[S:29][CH:30]=[CH:31][CH:32]=2)=[CH:24][C:23]=1[NH2:33])C(=O)[O-])(C)C.C(Cl)CCl.C1C=CC2N(O)N=NC=2C=1.C(O)(C(F)(F)F)=O.C([O-])(O)=O.[Na+], predict the reaction product. The product is: [NH2:18][C:22]1[CH:27]=[CH:26][C:25]([C:28]2[S:29][CH:30]=[CH:31][CH:32]=2)=[CH:24][C:23]=1[NH:33][C:7](=[O:9])[C:6]1[CH:5]=[CH:4][C:3]([Si:2]([CH3:1])([CH3:13])[CH3:12])=[CH:11][CH:10]=1.